From a dataset of TCR-epitope binding with 47,182 pairs between 192 epitopes and 23,139 TCRs. Binary Classification. Given a T-cell receptor sequence (or CDR3 region) and an epitope sequence, predict whether binding occurs between them. (1) The epitope is ELAGIGILTV. The TCR CDR3 sequence is CASRGDGNTIYF. Result: 1 (the TCR binds to the epitope). (2) The epitope is YFPLQSYGF. The TCR CDR3 sequence is CASTERTPYEQYF. Result: 1 (the TCR binds to the epitope). (3) The epitope is LLALHRSYL. The TCR CDR3 sequence is CASSLGLASYNEQFF. Result: 0 (the TCR does not bind to the epitope).